Dataset: Catalyst prediction with 721,799 reactions and 888 catalyst types from USPTO. Task: Predict which catalyst facilitates the given reaction. (1) Reactant: [CH2:1]([C:3]1[S:19][C:6]2[NH:7][C:8](=[O:18])[N:9]([C:12]3[CH:17]=[CH:16][CH:15]=[CH:14][CH:13]=3)[C:10](=[O:11])[C:5]=2[CH:4]=1)[CH3:2].Br[CH2:21][C:22]1[CH:27]=[CH:26][C:25]([C:28]2[CH:33]=[CH:32][CH:31]=[CH:30][C:29]=2[C:34]2[N:38]=[C:37](C(Cl)(Cl)Cl)[O:36][N:35]=2)=[CH:24][CH:23]=1.C(=O)([O-])[O-:44].[K+].[K+].CN(C)C=O. Product: [CH2:1]([C:3]1[S:19][C:6]2[N:7]([CH2:21][C:22]3[CH:27]=[CH:26][C:25]([C:28]4[CH:33]=[CH:32][CH:31]=[CH:30][C:29]=4[C:34]4[NH:38][C:37](=[O:44])[O:36][N:35]=4)=[CH:24][CH:23]=3)[C:8](=[O:18])[N:9]([C:12]3[CH:17]=[CH:16][CH:15]=[CH:14][CH:13]=3)[C:10](=[O:11])[C:5]=2[CH:4]=1)[CH3:2]. The catalyst class is: 13. (2) Reactant: [CH3:1][C:2]1[CH:7]=[C:6]([C:8]([C:10]([F:13])([F:12])[F:11])=[CH2:9])[CH:5]=[C:4]([CH3:14])[C:3]=1[NH2:15].C(N(CC)CC)C.[N+:23]([C:26]1[CH:27]=[C:28]([CH:32]=[CH:33][CH:34]=1)[C:29](Cl)=[O:30])([O-:25])=[O:24]. Product: [CH3:1][C:2]1[CH:7]=[C:6]([C:8]([C:10]([F:13])([F:11])[F:12])=[CH2:9])[CH:5]=[C:4]([CH3:14])[C:3]=1[NH:15][C:29](=[O:30])[C:28]1[CH:32]=[CH:33][CH:34]=[C:26]([N+:23]([O-:25])=[O:24])[CH:27]=1. The catalyst class is: 11. (3) Reactant: [CH:1]1([C:7]([C:9]2[C:13]3[CH:14]=[CH:15][C:16]([O:18][CH3:19])=[CH:17][C:12]=3[O:11][C:10]=2[CH3:20])=[O:8])[CH2:6][CH2:5][CH2:4][CH2:3][CH2:2]1.CO.[BH4-].[Na+].Cl. Product: [CH:1]1([CH:7]([C:9]2[C:13]3[CH:14]=[CH:15][C:16]([O:18][CH3:19])=[CH:17][C:12]=3[O:11][C:10]=2[CH3:20])[OH:8])[CH2:2][CH2:3][CH2:4][CH2:5][CH2:6]1. The catalyst class is: 7. (4) Reactant: [CH3:1][O:2][C:3]1[CH:4]=[C:5]([C:11]2[S:15][C:14]3=[N:16][C:17]([CH3:20])=[C:18](I)[N:13]3[N:12]=2)[CH:6]=[CH:7][C:8]=1[O:9][CH3:10].[C:21]([C:23]1[CH:28]=[CH:27][C:26](B2OC(C)(C)C(C)(C)O2)=[CH:25][N:24]=1)#[N:22].C(Cl)Cl.C(=O)([O-])[O-].[Cs+].[Cs+]. The catalyst class is: 622. Product: [CH3:1][O:2][C:3]1[CH:4]=[C:5]([C:11]2[S:15][C:14]3=[N:16][C:17]([CH3:20])=[C:18]([C:26]4[CH:27]=[CH:28][C:23]([C:21]#[N:22])=[N:24][CH:25]=4)[N:13]3[N:12]=2)[CH:6]=[CH:7][C:8]=1[O:9][CH3:10]. (5) Reactant: Br.Br[CH2:3][C:4]([C:6]1[CH:11]=[CH:10][CH:9]=[CH:8][N:7]=1)=O.[CH2:12]([NH:19][C:20]([NH2:22])=[S:21])[C:13]1[CH:18]=[CH:17][CH:16]=[CH:15][CH:14]=1. Product: [CH2:12]([NH:19][C:20]1[S:21][CH:3]=[C:4]([C:6]2[CH:11]=[CH:10][CH:9]=[CH:8][N:7]=2)[N:22]=1)[C:13]1[CH:18]=[CH:17][CH:16]=[CH:15][CH:14]=1. The catalyst class is: 8.